From a dataset of Full USPTO retrosynthesis dataset with 1.9M reactions from patents (1976-2016). Predict the reactants needed to synthesize the given product. Given the product [CH3:1][N:2]([CH2:26][C:27](=[O:33])[N:28]1[CH2:32][CH2:31][CH2:30][CH2:29]1)[CH:3]1[CH2:4][CH2:5][CH:6]([O:9][C:10]2[C:21]3[C:20]4[C@@H:19]([CH2:22][CH2:23][C:24]([NH2:25])=[O:34])[CH2:18][CH2:17][C:16]=4[S:15][C:14]=3[N:13]=[CH:12][N:11]=2)[CH2:7][CH2:8]1, predict the reactants needed to synthesize it. The reactants are: [CH3:1][N:2]([CH2:26][C:27](=[O:33])[N:28]1[CH2:32][CH2:31][CH2:30][CH2:29]1)[CH:3]1[CH2:8][CH2:7][CH:6]([O:9][C:10]2[C:21]3[C:20]4[C@@H:19]([CH2:22][CH2:23][C:24]#[N:25])[CH2:18][CH2:17][C:16]=4[S:15][C:14]=3[N:13]=[CH:12][N:11]=2)[CH2:5][CH2:4]1.[OH:34][Li].O.OO.